This data is from Forward reaction prediction with 1.9M reactions from USPTO patents (1976-2016). The task is: Predict the product of the given reaction. (1) Given the reactants [Cl:1][C:2]1[N:7]=[C:6]([N:8](C(OC(C)(C)C)=O)[N:9](C(OC(C)(C)C)=O)C(OC(C)(C)C)=O)[C:5]([F:31])=[C:4]([N:32]([CH2:34][C:35]2[O:36][CH:37]=[CH:38][CH:39]=2)[CH3:33])[N:3]=1, predict the reaction product. The product is: [Cl:1][C:2]1[N:3]=[C:4]([N:32]([CH2:34][C:35]2[O:36][CH:37]=[CH:38][CH:39]=2)[CH3:33])[C:5]([F:31])=[C:6]([NH:8][NH2:9])[N:7]=1. (2) The product is: [F:30][C:16]1[CH:17]=[C:18]2[C:13](=[CH:14][CH:15]=1)[N:12]=[C:11]([CH:9]([NH:8][C:6](=[O:7])[O:5][C:1]([CH3:3])([CH3:4])[CH3:2])[CH3:10])[C:20]([C:21]1[CH:26]=[CH:25][CH:24]=[CH:23][N:22]=1)=[C:19]2[C:27](=[O:29])[NH:36][CH3:35]. Given the reactants [C:1]([O:5][C:6]([NH:8][CH:9]([C:11]1[C:20]([C:21]2[CH:26]=[CH:25][CH:24]=[CH:23][N:22]=2)=[C:19]([C:27]([OH:29])=O)[C:18]2[C:13](=[CH:14][CH:15]=[C:16]([F:30])[CH:17]=2)[N:12]=1)[CH3:10])=[O:7])([CH3:4])([CH3:3])[CH3:2].CN.C1C[N:36]([P+](ON2N=NC3C=CC=CC2=3)(N2CCCC2)N2CCCC2)[CH2:35]C1.F[P-](F)(F)(F)(F)F.CCN(C(C)C)C(C)C, predict the reaction product.